Dataset: Full USPTO retrosynthesis dataset with 1.9M reactions from patents (1976-2016). Task: Predict the reactants needed to synthesize the given product. (1) Given the product [F:1][C:2]1[CH:3]=[C:4]([C:9]2[C:18]([N:19]([CH:21]([CH3:23])[CH3:22])[CH3:20])=[N:17][C:16]3[C:11](=[CH:12][CH:13]=[C:14]([C:24]([OH:26])=[O:25])[CH:15]=3)[N:10]=2)[CH:5]=[CH:6][C:7]=1[F:8], predict the reactants needed to synthesize it. The reactants are: [F:1][C:2]1[CH:3]=[C:4]([C:9]2[C:18]([N:19]([CH:21]([CH3:23])[CH3:22])[CH3:20])=[N:17][C:16]3[C:11](=[CH:12][CH:13]=[C:14]([C:24]([O:26]C)=[O:25])[CH:15]=3)[N:10]=2)[CH:5]=[CH:6][C:7]=1[F:8].[OH-].[Na+]. (2) Given the product [CH3:11][NH:12][C:13]1[CH:18]=[C:17]([CH:16]=[CH:15][C:14]=1[N+:20]([O-:22])=[O:21])[O:10][C:7]1[CH:8]=[CH:9][C:4]([NH2:3])=[CH:5][CH:6]=1, predict the reactants needed to synthesize it. The reactants are: [H-].[Na+].[NH2:3][C:4]1[CH:9]=[CH:8][C:7]([OH:10])=[CH:6][CH:5]=1.[CH3:11][NH:12][C:13]1[CH:18]=[C:17](Cl)[CH:16]=[CH:15][C:14]=1[N+:20]([O-:22])=[O:21]. (3) Given the product [C:46]([C:45]1[CH:48]=[CH:49][C:42]([C:41]2[N:30]3[N:31]=[CH:32][CH:33]=[C:34]([N:35]4[CH2:40][CH2:39][O:38][CH2:37][CH2:36]4)[C:29]3=[N:28][C:27]=2/[CH:25]=[CH:16]/[C:10]2[CH:9]=[CH:8][C:7]3[C:6]([C:4]([OH:3])=[O:5])=[CH:15][CH:14]=[CH:13][C:12]=3[N:11]=2)=[CH:43][CH:44]=1)#[N:47], predict the reactants needed to synthesize it. The reactants are: C([O:3][C:4]([C:6]1[C:7]2[CH:8]=[CH:9][C:10]([CH2:16]P(OCC)(OCC)=O)=[N:11][C:12]=2[CH:13]=[CH:14][CH:15]=1)=[O:5])C.[CH:25]([C:27]1[N:28]=[C:29]2[C:34]([N:35]3[CH2:40][CH2:39][O:38][CH2:37][CH2:36]3)=[CH:33][CH:32]=[N:31][N:30]2[C:41]=1[C:42]1[CH:49]=[CH:48][C:45]([C:46]#[N:47])=[CH:44][CH:43]=1)=O. (4) Given the product [C:18]([O:17][C:15]([NH:14][C@@H:10]1[C:9](=[O:22])[N:8]2[C@H:7]([C:23]([O:25][CH2:26][C:27]3[CH:32]=[CH:31][CH:30]=[CH:29][CH:28]=3)=[O:24])[CH2:6][CH2:5][C@@H:4]2[CH2:1][CH:2]=[CH:3][CH2:11]1)=[O:16])([CH3:21])([CH3:20])[CH3:19], predict the reactants needed to synthesize it. The reactants are: [CH2:1]([CH:4]1[N:8]([C:9](=[O:22])[C@@H:10]([NH:14][C:15]([O:17][C:18]([CH3:21])([CH3:20])[CH3:19])=[O:16])[CH2:11]C=C)[C@H:7]([C:23]([O:25][CH2:26][C:27]2[CH:32]=[CH:31][CH:30]=[CH:29][CH:28]=2)=[O:24])[CH2:6][CH2:5]1)[CH:2]=[CH2:3]. (5) Given the product [Br:8][C:6]1[CH:5]=[N:4][CH:3]=[C:2](/[CH:10]=[CH:9]/[C:11]2[CH:16]=[CH:15][N:14]=[CH:13][CH:12]=2)[CH:7]=1, predict the reactants needed to synthesize it. The reactants are: Br[C:2]1[CH:3]=[N:4][CH:5]=[C:6]([Br:8])[CH:7]=1.[CH:9]([C:11]1[CH:16]=[CH:15][N:14]=[CH:13][CH:12]=1)=[CH2:10].C1(C)C=CC=CC=1P(C1C=CC=CC=1C)C1C=CC=CC=1C.C(N(CC)CC)C. (6) Given the product [O:1]1[CH2:6][CH2:5][CH2:4][CH2:3][CH:2]1[N:7]1[C:15]2[C:10](=[CH:11][C:12]([C:16]3[N:20]=[CH:19][N:18]([C:21]([C:28]4[CH:33]=[CH:32][CH:31]=[CH:30][CH:29]=4)([C:22]4[CH:27]=[CH:26][CH:25]=[CH:24][CH:23]=4)[C:34]4[CH:35]=[CH:36][CH:37]=[CH:38][CH:39]=4)[N:17]=3)=[CH:13][CH:14]=2)[C:9]([C:40]2[CH:41]=[C:42]([NH:46][C:48]([C:49]3[CH:50]=[N:51][CH:52]=[CH:53][CH:54]=3)=[O:55])[CH:43]=[CH:44][CH:45]=2)=[N:8]1, predict the reactants needed to synthesize it. The reactants are: [O:1]1[CH2:6][CH2:5][CH2:4][CH2:3][CH:2]1[N:7]1[C:15]2[C:10](=[CH:11][C:12]([C:16]3[N:20]=[CH:19][N:18]([C:21]([C:34]4[CH:39]=[CH:38][CH:37]=[CH:36][CH:35]=4)([C:28]4[CH:33]=[CH:32][CH:31]=[CH:30][CH:29]=4)[C:22]4[CH:27]=[CH:26][CH:25]=[CH:24][CH:23]=4)[N:17]=3)=[CH:13][CH:14]=2)[C:9]([C:40]2[CH:41]=[C:42]([NH2:46])[CH:43]=[CH:44][CH:45]=2)=[N:8]1.Cl.[C:48](Cl)(=[O:55])[C:49]1[CH:54]=[CH:53][CH:52]=[N:51][CH:50]=1.C(N(CC)CC)C.CN(C)C=O. (7) Given the product [CH3:12][CH2:13][CH2:14][C@H:15]([NH:24][C:25]([C@H:27]1[N:34]([C:35]([C@@H:37]([NH:42][C:43]([C@@H:45]([NH:52][C:53]([C:55]2[CH:56]=[N:57][CH:58]=[CH:59][N:60]=2)=[O:54])[CH:46]2[CH2:51][CH2:50][CH2:49][CH2:48][CH2:47]2)=[O:44])[C:38]([CH3:39])([CH3:40])[CH3:41])=[O:36])[CH2:33][C@H:32]2[C@@H:28]1[CH2:29][CH2:30][CH2:31]2)=[O:26])[C:16]([C:18]([NH:20][CH:21]1[CH2:22][CH2:23]1)=[O:19])=[O:17].[OH:17][C:2]1[CH:3]=[CH:4][C:5]([C:6]([OH:8])=[O:7])=[CH:9][CH:10]=1, predict the reactants needed to synthesize it. The reactants are: N[C:2]1[CH:3]=[C:4](O)[C:5](=[CH:9][CH:10]=1)[C:6]([OH:8])=[O:7].[CH3:12][CH2:13][CH2:14][C@H:15]([NH:24][C:25]([C@H:27]1[N:34]([C:35]([C@@H:37]([NH:42][C:43]([C@@H:45]([NH:52][C:53]([C:55]2[CH:56]=[N:57][CH:58]=[CH:59][N:60]=2)=[O:54])[CH:46]2[CH2:51][CH2:50][CH2:49][CH2:48][CH2:47]2)=[O:44])[C:38]([CH3:41])([CH3:40])[CH3:39])=[O:36])[CH2:33][C@H:32]2[C@@H:28]1[CH2:29][CH2:30][CH2:31]2)=[O:26])[C:16]([C:18]([NH:20][CH:21]1[CH2:23][CH2:22]1)=[O:19])=[O:17]. (8) The reactants are: [C:1]([O:5][C:6]([NH:8][C:9]1[CH:14]=[C:13]([CH2:15][C:16](OCC)=[O:17])[CH:12]=[CH:11][N:10]=1)=[O:7])([CH3:4])([CH3:3])[CH3:2].[Li+].[BH4-].CO. Given the product [OH:17][CH2:16][CH2:15][C:13]1[CH:12]=[CH:11][N:10]=[C:9]([NH:8][C:6](=[O:7])[O:5][C:1]([CH3:3])([CH3:2])[CH3:4])[CH:14]=1, predict the reactants needed to synthesize it. (9) Given the product [Cl:1][C:2]([F:26])([F:25])[C:3]([F:24])([F:23])[C:4]([Cl:28])=[N:6][C:7]1[C:12]([N+:13]([O-:15])=[O:14])=[CH:11][C:10]([C:16]([F:19])([F:18])[F:17])=[CH:9][C:8]=1[N+:20]([O-:22])=[O:21], predict the reactants needed to synthesize it. The reactants are: [Cl:1][C:2]([F:26])([F:25])[C:3]([F:24])([F:23])[C:4]([NH:6][C:7]1[C:12]([N+:13]([O-:15])=[O:14])=[CH:11][C:10]([C:16]([F:19])([F:18])[F:17])=[CH:9][C:8]=1[N+:20]([O-:22])=[O:21])=O.P(Cl)(Cl)(Cl)(Cl)[Cl:28].C(=O)([O-])O.[Na+]. (10) Given the product [O:33]1[CH2:32][C@H:31]1[CH2:30][O:14][C:4]1[C:5]2[C:6]3[C:11](=[CH:10][CH:9]=[CH:8][CH:7]=3)[NH:12][C:13]=2[CH:1]=[CH:2][CH:3]=1, predict the reactants needed to synthesize it. The reactants are: [CH:1]1[C:13]2[NH:12][C:11]3[C:6](=[CH:7][CH:8]=[CH:9][CH:10]=3)[C:5]=2[C:4]([OH:14])=[CH:3][CH:2]=1.[H-].[Na+].[N+](C1C=C(S(O[CH2:30][C@H:31]2[O:33][CH2:32]2)(=O)=O)C=CC=1)([O-])=O.